This data is from Catalyst prediction with 721,799 reactions and 888 catalyst types from USPTO. The task is: Predict which catalyst facilitates the given reaction. (1) Reactant: [CH:1]([NH:14][C@H:15]1[CH2:20][CH2:19][C@@H:18]([C:21]2[CH:26]=[CH:25][CH:24]=[CH:23][CH:22]=2)[CH2:17][CH2:16]1)([C:8]1[CH:13]=[CH:12][CH:11]=[CH:10][CH:9]=1)[C:2]1[CH:7]=[CH:6][CH:5]=[CH:4][CH:3]=1.C1(C2CCC(=O)CC2)C=CC=CC=1.C1(C(C2C=CC=CC=2)N)C=CC=CC=1.C(O[BH-](OC(=O)C)OC(=O)C)(=O)C.[Na+]. Product: [CH:1]([NH:14][C@H:15]1[CH2:16][CH2:17][C@H:18]([C:21]2[CH:26]=[CH:25][CH:24]=[CH:23][CH:22]=2)[CH2:19][CH2:20]1)([C:8]1[CH:13]=[CH:12][CH:11]=[CH:10][CH:9]=1)[C:2]1[CH:3]=[CH:4][CH:5]=[CH:6][CH:7]=1. The catalyst class is: 26. (2) Product: [CH2:3]([N:10]([CH3:27])[C:11]1[CH:12]=[C:13]([CH:23]=[CH:24][CH:25]=1)[CH2:14][NH:15][C:16](=[O:22])[O:17][C:18]([CH3:20])([CH3:21])[CH3:19])[C:4]1[CH:5]=[CH:6][CH:7]=[CH:8][CH:9]=1. Reactant: C=O.[CH2:3]([NH:10][C:11]1[CH:12]=[C:13]([CH:23]=[CH:24][CH:25]=1)[CH2:14][NH:15][C:16](=[O:22])[O:17][C:18]([CH3:21])([CH3:20])[CH3:19])[C:4]1[CH:9]=[CH:8][CH:7]=[CH:6][CH:5]=1.[BH3-][C:27]#N.[Na+].CC(O)=O. The catalyst class is: 23. (3) Reactant: [F:1][C:2]1[CH:7]=[C:6]([N+:8]([O-:10])=[O:9])[CH:5]=[CH:4][C:3]=1[CH2:11][C:12](O)=[O:13].S(C)C. Product: [F:1][C:2]1[CH:7]=[C:6]([N+:8]([O-:10])=[O:9])[CH:5]=[CH:4][C:3]=1[CH2:11][CH2:12][OH:13]. The catalyst class is: 7. (4) Reactant: [CH3:1][N:2]1[C:10]([CH2:11][CH2:12][CH2:13][C:14]([OH:16])=[O:15])=[N:9][C:8]2[CH:7]=[C:6]([N:17]([CH2:21][CH2:22][Cl:23])[CH2:18][CH2:19][Cl:20])[CH:5]=[CH:4][C:3]1=2.Cl.[CH2:25](O)[CH2:26][CH2:27][CH2:28][CH2:29][CH2:30][CH2:31][CH2:32][CH2:33][CH2:34][CH2:35][CH2:36][CH2:37][CH2:38][CH3:39].C1(N=C=NC2CCCCC2)CCCCC1. Product: [CH2:39]([O:15][C:14](=[O:16])[CH2:13][CH2:12][CH2:11][C:10]1[N:2]([CH3:1])[C:3]2[CH:4]=[CH:5][C:6]([N:17]([CH2:18][CH2:19][Cl:20])[CH2:21][CH2:22][Cl:23])=[CH:7][C:8]=2[N:9]=1)[CH2:38][CH2:37][CH2:36][CH2:35][CH2:34][CH2:33][CH2:32][CH2:31][CH2:30][CH2:29][CH2:28][CH2:27][CH2:26][CH3:25]. The catalyst class is: 142. (5) Reactant: [NH:1]([C:3]1[CH:12]=[CH:11][C:6]([C:7]([O:9][CH3:10])=[O:8])=[CH:5][CH:4]=1)[NH2:2].Br[CH2:14][CH2:15][C:16]1[CH:17]=[CH:18][C:19]([CH3:22])=[N:20][CH:21]=1. Product: [CH3:22][C:19]1[N:20]=[CH:21][C:16]([CH2:15][CH2:14][N:1]([C:3]2[CH:4]=[CH:5][C:6]([C:7]([O:9][CH3:10])=[O:8])=[CH:11][CH:12]=2)[NH2:2])=[CH:17][CH:18]=1. The catalyst class is: 66.